The task is: Predict the product of the given reaction.. This data is from Forward reaction prediction with 1.9M reactions from USPTO patents (1976-2016). (1) Given the reactants Br[C:2]1[CH:7]=[CH:6][C:5]([S:8]([C:11]([F:14])([F:13])[F:12])(=[O:10])=[O:9])=[CH:4][CH:3]=1.[NH:15]1[CH2:20][CH2:19][NH:18][CH2:17][CH2:16]1.C(=O)([O-])[O-].[K+].[K+].O, predict the reaction product. The product is: [F:12][C:11]([F:14])([F:13])[S:8]([C:5]1[CH:6]=[CH:7][C:2]([N:15]2[CH2:20][CH2:19][NH:18][CH2:17][CH2:16]2)=[CH:3][CH:4]=1)(=[O:10])=[O:9]. (2) Given the reactants C(NC(C)C)(C)C.C([Li])CCCCC.[CH3:15][P:16](=[O:21])([O:19][CH3:20])[O:17][CH3:18].[O:22]=[C:23]1[CH2:27][CH2:26][CH2:25][N:24]1[C:28]([O:30][C:31]([CH3:34])([CH3:33])[CH3:32])=[O:29].S(=O)(=O)(O)O, predict the reaction product. The product is: [C:31]([O:30][C:28]([NH:24][CH2:25][CH2:26][CH2:27][C:23](=[O:22])[CH2:15][P:16](=[O:21])([O:19][CH3:20])[O:17][CH3:18])=[O:29])([CH3:34])([CH3:33])[CH3:32]. (3) Given the reactants [F:1][C:2]1[CH:3]=[C:4]([NH:18][C:19]([C:21]2[C:26]([F:27])=[CH:25][CH:24]=[C:23]([F:28])[C:22]=2[F:29])=O)[CH:5]=[CH:6][C:7]=1[C:8]1[N:12]([CH3:13])[N:11]=[C:10]([C:14]([F:17])([F:16])[F:15])[CH:9]=1.Cl.C(OCC)(=O)C, predict the reaction product. The product is: [F:1][C:2]1[CH:3]=[C:4]([CH:5]=[CH:6][C:7]=1[C:8]1[N:12]([CH3:13])[N:11]=[C:10]([C:14]([F:15])([F:17])[F:16])[CH:9]=1)[NH:18][CH2:19][C:21]1[C:26]([F:27])=[CH:25][CH:24]=[C:23]([F:28])[C:22]=1[F:29]. (4) Given the reactants [O:1]=[C:2]1[CH2:7][CH2:6][CH:5]([C:8]([O:10][CH2:11][CH3:12])=[O:9])[CH2:4][CH2:3]1.[CH2:13](O)[CH2:14][OH:15].C(O)(=O)C(O)=O.C(=O)([O-])O.[Na+], predict the reaction product. The product is: [O:15]1[C:2]2([CH2:7][CH2:6][CH:5]([C:8]([O:10][CH2:11][CH3:12])=[O:9])[CH2:4][CH2:3]2)[O:1][CH2:13][CH2:14]1.